From a dataset of Forward reaction prediction with 1.9M reactions from USPTO patents (1976-2016). Predict the product of the given reaction. (1) Given the reactants C(N(CC)CC)C.ClC(OCC)=O.[O:14]=[C:15]1[NH:19][C@H:18]2[CH2:20][S:21][C@@H:22]([CH2:23][CH2:24][CH2:25][CH2:26][NH:27][C:28]([NH:30][CH2:31][CH2:32][CH2:33][CH2:34][C:35]([OH:37])=[O:36])=[O:29])[C@H:17]2[NH:16]1.O[N:39]1[C:43](=[O:44])[CH2:42][CH2:41][C:40]1=[O:45], predict the reaction product. The product is: [O:45]=[C:40]1[CH2:41][CH2:42][C:43](=[O:44])[N:39]1[O:36][C:35](=[O:37])[CH2:34][CH2:33][CH2:32][CH2:31][NH:30][C:28]([NH:27][CH2:26][CH2:25][CH2:24][CH2:23][C@H:22]1[C@@H:17]2[C@@H:18]([NH:19][C:15](=[O:14])[NH:16]2)[CH2:20][S:21]1)=[O:29]. (2) The product is: [CH2:26]([O:24][CH2:23][C@@H:11]1[O:10][C:9](=[O:25])[N:8]([C:5]2[CH:6]=[CH:7][C:2]([Cl:1])=[CH:3][CH:4]=2)[C@H:12]1[C:13]1[CH:18]=[CH:17][CH:16]=[C:15]([C:19]([F:22])([F:21])[F:20])[CH:14]=1)[C:27]1[CH:32]=[CH:31][CH:30]=[CH:29][CH:28]=1. Given the reactants [Cl:1][C:2]1[CH:7]=[CH:6][C:5]([N:8]2[C@@H:12]([C:13]3[CH:18]=[CH:17][CH:16]=[C:15]([C:19]([F:22])([F:21])[F:20])[CH:14]=3)[C@H:11]([CH2:23][OH:24])[O:10][C:9]2=[O:25])=[CH:4][CH:3]=1.[CH2:26](OC(=N)C(Cl)(Cl)Cl)[C:27]1[CH:32]=[CH:31][CH:30]=[CH:29][CH:28]=1.FC(F)(F)S(O)(=O)=O, predict the reaction product.